This data is from Reaction yield outcomes from USPTO patents with 853,638 reactions. The task is: Predict the reaction yield, written as a fraction of the theoretical maximum amount of product (1.0 means a 100% yield; for example, 0.34 means a 34% yield). (1) The reactants are [NH2:1][CH:2]([C:4]1[CH:5]=[C:6]([C:21]([N:23]([CH3:25])[CH3:24])=[O:22])[CH:7]=[C:8]2[C:13]=1[O:12][C:11]([N:14]1[CH2:19][CH2:18][O:17][CH2:16][CH2:15]1)=[CH:10][C:9]2=[O:20])[CH3:3].C(=O)([O-])[O-].[Cs+].[Cs+].CC1(C)C2C=CC=C(P(C3C=CC=CC=3)C3C=CC=CC=3)C=2OC2C1=CC=CC=2P(C1C=CC=CC=1)C1C=CC=CC=1.Br[C:75]1[CH:80]=[C:79]([F:81])[CH:78]=[C:77]([Cl:82])[CH:76]=1. The catalyst is O1CCOCC1.C1C=CC(/C=C/C(/C=C/C2C=CC=CC=2)=O)=CC=1.C1C=CC(/C=C/C(/C=C/C2C=CC=CC=2)=O)=CC=1.C1C=CC(/C=C/C(/C=C/C2C=CC=CC=2)=O)=CC=1.[Pd].[Pd]. The product is [Cl:82][C:77]1[CH:76]=[C:75]([NH:1][CH:2]([C:4]2[CH:5]=[C:6]([C:21]([N:23]([CH3:24])[CH3:25])=[O:22])[CH:7]=[C:8]3[C:13]=2[O:12][C:11]([N:14]2[CH2:19][CH2:18][O:17][CH2:16][CH2:15]2)=[CH:10][C:9]3=[O:20])[CH3:3])[CH:80]=[C:79]([F:81])[CH:78]=1. The yield is 0.670. (2) The reactants are [F:1][C:2]1[CH:33]=[CH:32][C:5]([C:6](/[N:8]=[C:9]2\[NH:10][C:11]3[CH:29]=[CH:28][C:27]([CH2:30]O)=[CH:26][C:12]=3[N:13]\2[C@H:14]2[CH2:19][CH2:18][C@@H:17]([C:20](=[O:25])[NH:21][CH:22]([CH3:24])[CH3:23])[CH2:16][CH2:15]2)=[O:7])=[CH:4][CH:3]=1.S(Cl)(Cl)=O.Cl.[F:39][C:40]1([F:46])[CH2:45][CH2:44][NH:43][CH2:42][CH2:41]1. The catalyst is C(Cl)Cl. The product is [F:39][C:40]1([F:46])[CH2:45][CH2:44][N:43]([CH2:30][C:27]2[CH:28]=[CH:29][C:11]3[NH:10]/[C:9](=[N:8]\[C:6](=[O:7])[C:5]4[CH:32]=[CH:33][C:2]([F:1])=[CH:3][CH:4]=4)/[N:13]([C@H:14]4[CH2:19][CH2:18][C@@H:17]([C:20](=[O:25])[NH:21][CH:22]([CH3:24])[CH3:23])[CH2:16][CH2:15]4)[C:12]=3[CH:26]=2)[CH2:42][CH2:41]1. The yield is 0.578.